From a dataset of Catalyst prediction with 721,799 reactions and 888 catalyst types from USPTO. Predict which catalyst facilitates the given reaction. (1) Reactant: [CH2:1]([C:5]1[CH:10]=[CH:9][C:8]([C:11]#[C:12][C:13]2[CH:33]=[CH:32][C:16]([CH2:17][NH:18][C:19]3[CH:31]=[CH:30][C:22]4[O:23][C:24]([CH3:29])([CH3:28])[O:25][C:26](=[O:27])[C:21]=4[CH:20]=3)=[CH:15][CH:14]=2)=[CH:7][CH:6]=1)[CH2:2][CH2:3][CH3:4].[C:34]1([CH:44]=O)[C:43]2[C:38](=[CH:39][CH:40]=[CH:41][CH:42]=2)[CH:37]=[CH:36][CH:35]=1.C(O[BH-](OC(=O)C)OC(=O)C)(=O)C.[Na+]. Product: [CH2:1]([C:5]1[CH:6]=[CH:7][C:8]([C:11]#[C:12][C:13]2[CH:33]=[CH:32][C:16]([CH2:17][N:18]([CH2:44][C:34]3[C:43]4[C:38](=[CH:39][CH:40]=[CH:41][CH:42]=4)[CH:37]=[CH:36][CH:35]=3)[C:19]3[CH:31]=[CH:30][C:22]4[O:23][C:24]([CH3:29])([CH3:28])[O:25][C:26](=[O:27])[C:21]=4[CH:20]=3)=[CH:15][CH:14]=2)=[CH:9][CH:10]=1)[CH2:2][CH2:3][CH3:4]. The catalyst class is: 26. (2) Reactant: [NH:1]1[C:5]2[CH:6]=[CH:7][C:8]([C:10]3[O:11][C:12]4[C:17]([C:18](=[O:20])[CH:19]=3)=[CH:16][CH:15]=[C:14]([O:21]C)[C:13]=4[O:23]C)=[CH:9][C:4]=2[N:3]=[CH:2]1.C(=O)(O)[O-].[Na+].[NH:30]1[C:34]2[CH:35]=[CH:36][C:37]([C:39]3[O:40][C:41]4[C:46]([C:47](=[O:49])[CH:48]=3)=[CH:45][CH:44]=[C:43]([O:50][CH3:51])[C:42]=4[OH:52])=[CH:38][C:33]=2[N:32]=[CH:31]1. Product: [NH:1]1[C:5]2[CH:6]=[CH:7][C:8]([C:10]3[O:11][C:12]4[C:17]([C:18](=[O:20])[CH:19]=3)=[CH:16][CH:15]=[C:14]([OH:21])[C:13]=4[OH:23])=[CH:9][C:4]=2[N:3]=[CH:2]1.[NH:30]1[C:34]2[CH:35]=[CH:36][C:37]([C:39]3[O:40][C:41]4[C:46]([C:47](=[O:49])[CH:48]=3)=[CH:45][CH:44]=[C:43]([O:50][CH3:51])[C:42]=4[OH:52])=[CH:38][C:33]=2[N:32]=[CH:31]1. The catalyst class is: 201. (3) Reactant: C(OC1C=CC([O:13][CH:14]2[CH2:19][CH2:18][N:17]([C:20]([O:22][C:23]([CH3:26])([CH3:25])[CH3:24])=[O:21])[CH2:16][CH2:15]2)=CC=1)C1C=CC=CC=1. Product: [C:23]([O:22][C:20]([N:17]1[CH2:18][CH2:19][CH:14]([OH:13])[CH2:15][CH2:16]1)=[O:21])([CH3:26])([CH3:24])[CH3:25]. The catalyst class is: 63. (4) Reactant: [BH4-].[Na+].[CH3:3][CH:4]1[C:12]2[C:7](=[CH:8][CH:9]=[CH:10][CH:11]=2)[C:6](=[O:13])[CH2:5]1. Product: [CH3:3][CH:4]1[C:12]2[C:7](=[CH:8][CH:9]=[CH:10][CH:11]=2)[CH:6]([OH:13])[CH2:5]1. The catalyst class is: 5. (5) Reactant: [NH:1]([C:3]1[N:8]=[CH:7][CH:6]=[CH:5][N:4]=1)[NH2:2].[CH2:9]([N:11](CC)CC)[CH3:10].C[O:17][C:18](=O)[N:19]=[C:20](SC)[C:21]([C:35]1[CH:40]=[C:39]([O:41][CH3:42])[C:38]([O:43][CH3:44])=[CH:37][C:36]=1CC#N)=[N:22][C:23]1[CH:28]=[CH:27][C:26]([C:29]2[N:33]=[C:32]([CH3:34])[O:31][N:30]=2)=[CH:25][CH:24]=1. Product: [CH3:44][O:43][C:38]1[C:39]([O:41][CH3:42])=[CH:40][C:35]([CH:21]([NH:22][C:23]2[CH:24]=[CH:25][C:26]([C:29]3[N:33]=[C:32]([CH3:34])[O:31][N:30]=3)=[CH:27][CH:28]=2)[C:20]2[NH:19][C:18](=[O:17])[N:1]([C:3]3[N:8]=[CH:7][CH:6]=[CH:5][N:4]=3)[N:2]=2)=[CH:36][C:37]=1[CH2:10][C:9]#[N:11]. The catalyst class is: 3. (6) Reactant: [C:1]([NH:10][CH:11]1[CH2:16][CH2:15][CH2:14][CH2:13][CH2:12]1)([NH:3][CH:4]1[CH2:9][CH2:8][CH2:7][CH2:6][CH2:5]1)=[O:2].[C:17](Cl)(=[O:22])[CH2:18][C:19](Cl)=[O:20]. Product: [CH:11]1([N:10]2[C:19](=[O:20])[CH2:18][C:17](=[O:22])[N:3]([CH:4]3[CH2:9][CH2:8][CH2:7][CH2:6][CH2:5]3)[C:1]2=[O:2])[CH2:16][CH2:15][CH2:14][CH2:13][CH2:12]1. The catalyst class is: 22. (7) Reactant: [CH2:1]([N:8]1[CH2:13][CH2:12][C:11](O)([C:14]#[N:15])[CH2:10][CH2:9]1)[C:2]1[CH:7]=[CH:6][CH:5]=[CH:4][CH:3]=1.[NH:17]1[CH2:22][CH2:21][O:20][CH2:19][CH2:18]1. Product: [CH2:1]([N:8]1[CH2:13][CH2:12][C:11]([N:17]2[CH2:22][CH2:21][O:20][CH2:19][CH2:18]2)([C:14]#[N:15])[CH2:10][CH2:9]1)[C:2]1[CH:7]=[CH:6][CH:5]=[CH:4][CH:3]=1. The catalyst class is: 5.